From a dataset of Full USPTO retrosynthesis dataset with 1.9M reactions from patents (1976-2016). Predict the reactants needed to synthesize the given product. (1) Given the product [C:1]([O:4][CH:5]([C:23](=[O:34])[CH2:24][O:25][CH2:26][CH2:27][O:28][CH2:29][CH2:30][NH2:31])[CH:6]([O:19][C:20](=[O:22])[CH3:21])[CH:7]([O:15][C:16](=[O:18])[CH3:17])[CH:8]([O:11][C:12](=[O:14])[CH3:13])[CH2:9][OH:10])(=[O:3])[CH3:2], predict the reactants needed to synthesize it. The reactants are: [C:1]([O:4][CH:5]([C:23](=[O:34])[CH2:24][O:25][CH2:26][CH2:27][O:28][CH2:29][CH2:30][N:31]=[N+]=[N-])[CH:6]([O:19][C:20](=[O:22])[CH3:21])[CH:7]([O:15][C:16](=[O:18])[CH3:17])[CH:8]([O:11][C:12](=[O:14])[CH3:13])[CH2:9][OH:10])(=[O:3])[CH3:2]. (2) Given the product [C:25]([O:29][C:30]([C@@:32]1([CH2:47][CH2:1][Br:5])[CH:36]([F:37])[C:35](=[O:38])[N:34]([C@@H:39]([C:41]2[CH:42]=[CH:43][CH:44]=[CH:45][CH:46]=2)[CH3:40])[CH2:33]1)=[O:31])([CH3:26])([CH3:27])[CH3:28], predict the reactants needed to synthesize it. The reactants are: [C:1]([Br:5])(Br)(Br)Br.C1(P(C2C=CC=CC=2)C2C=CC=CC=2)C=CC=CC=1.[C:25]([O:29][C:30]([C@@:32]1([CH2:47]CO)[CH:36]([F:37])[C:35](=[O:38])[N:34]([C@@H:39]([C:41]2[CH:46]=[CH:45][CH:44]=[CH:43][CH:42]=2)[CH3:40])[CH2:33]1)=[O:31])([CH3:28])([CH3:27])[CH3:26]. (3) Given the product [N:10]1([C:8]([O:7][CH2:6][C:5]2[O:1][CH:2]=[N:3][CH:4]=2)=[O:9])[CH:14]=[CH:13][N:12]=[CH:11]1, predict the reactants needed to synthesize it. The reactants are: [O:1]1[C:5]([CH2:6][OH:7])=[CH:4][N:3]=[CH:2]1.[C:8](N1C=CN=C1)([N:10]1[CH:14]=[CH:13][N:12]=[CH:11]1)=[O:9]. (4) Given the product [CH3:11][O:5][C:4](=[O:6])[C:3]1[CH:7]=[CH:8][CH:9]=[N:10][C:2]=1[NH2:1], predict the reactants needed to synthesize it. The reactants are: [NH2:1][C:2]1[N:10]=[CH:9][CH:8]=[CH:7][C:3]=1[C:4]([OH:6])=[O:5].[C:11](=O)([O-])[O-].[K+].[K+].IC. (5) The reactants are: [N+:1]([C:4]1[CH:15]=[C:14]2[C:7]([NH:8][CH:9]=[C:10]2[CH2:11][CH2:12][NH2:13])=[CH:6][CH:5]=1)([O-:3])=[O:2].[C:16](OC(=O)C)(=[O:18])[CH3:17]. Given the product [N+:1]([C:4]1[CH:15]=[C:14]2[C:7](=[CH:6][CH:5]=1)[NH:8][CH:9]=[C:10]2[CH2:11][CH2:12][NH:13][C:16](=[O:18])[CH3:17])([O-:3])=[O:2], predict the reactants needed to synthesize it. (6) Given the product [CH2:1]([O:8][C:9]1[CH:14]=[CH:13][CH:12]=[C:11]([OH:19])[C:10]=1[C:16](=[O:18])/[CH:17]=[CH:16]/[C:10]1[CH:11]=[CH:12][C:13]([O:22][CH2:1][C:2]2[CH:7]=[CH:6][CH:5]=[CH:4][CH:3]=2)=[CH:14][CH:9]=1)[C:2]1[CH:7]=[CH:6][CH:5]=[CH:4][CH:3]=1, predict the reactants needed to synthesize it. The reactants are: [CH2:1]([O:8][C:9]1[CH:14]=[C:13](O)[CH:12]=[CH:11][C:10]=1[C:16](=[O:18])[CH3:17])[C:2]1[CH:7]=[CH:6][CH:5]=[CH:4][CH:3]=1.[OH-:19].[Na+].Cl.[OH2:22]. (7) Given the product [Br:1][C:2]1[CH:7]=[C:6]([NH2:8])[CH:5]=[C:4]([Br:11])[CH:3]=1, predict the reactants needed to synthesize it. The reactants are: [Br:1][C:2]1[CH:7]=[C:6]([N+:8]([O-])=O)[CH:5]=[C:4]([Br:11])[CH:3]=1.[OH-].[Na+].C(OCC)(=O)C. (8) Given the product [CH2:1]([OH:3])[CH3:2].[C:1]([O:4][CH2:5][CH2:6][CH3:7])(=[O:3])[CH3:2], predict the reactants needed to synthesize it. The reactants are: [C:1]([O:4][CH2:5][CH2:6][CH3:7])(=[O:3])[CH3:2].